Dataset: NCI-60 drug combinations with 297,098 pairs across 59 cell lines. Task: Regression. Given two drug SMILES strings and cell line genomic features, predict the synergy score measuring deviation from expected non-interaction effect. Drug 2: CC1C(C(CC(O1)OC2CC(CC3=C2C(=C4C(=C3O)C(=O)C5=C(C4=O)C(=CC=C5)OC)O)(C(=O)CO)O)N)O.Cl. Synergy scores: CSS=29.0, Synergy_ZIP=5.29, Synergy_Bliss=5.69, Synergy_Loewe=-6.71, Synergy_HSA=3.57. Cell line: SK-MEL-2. Drug 1: CC1=C(C=C(C=C1)NC(=O)C2=CC=C(C=C2)CN3CCN(CC3)C)NC4=NC=CC(=N4)C5=CN=CC=C5.